Dataset: Full USPTO retrosynthesis dataset with 1.9M reactions from patents (1976-2016). Task: Predict the reactants needed to synthesize the given product. Given the product [CH3:16][S:13]([C:10]1[CH:11]=[CH:12][C:6]2[CH2:5][O:4][CH:3]([CH2:2][NH:20][CH2:17][CH2:18][CH3:19])[O:8][C:7]=2[CH:9]=1)(=[O:15])=[O:14], predict the reactants needed to synthesize it. The reactants are: Br[CH2:2][CH:3]1[O:8][C:7]2[CH:9]=[C:10]([S:13]([CH3:16])(=[O:15])=[O:14])[CH:11]=[CH:12][C:6]=2[CH2:5][O:4]1.[CH2:17]([NH2:20])[CH2:18][CH3:19].